From a dataset of Reaction yield outcomes from USPTO patents with 853,638 reactions. Predict the reaction yield, written as a fraction of the theoretical maximum amount of product (1.0 means a 100% yield; for example, 0.34 means a 34% yield). (1) The reactants are [CH3:1][O:2][C:3]1[CH:8]=[CH:7][C:6]([CH2:9][NH2:10])=[CH:5][CH:4]=1.C(O)(=O)C.[F:15][C:16]1[CH:17]=[C:18]([CH:21]=[CH:22][C:23]=1[F:24])[CH:19]=O.C([BH3-])#N. The catalyst is ClCCl. The product is [F:15][C:16]1[CH:17]=[C:18]([CH:21]=[CH:22][C:23]=1[F:24])[CH2:19][NH:10][CH2:9][C:6]1[CH:7]=[CH:8][C:3]([O:2][CH3:1])=[CH:4][CH:5]=1. The yield is 0.800. (2) The reactants are C[O:2][C:3]([C:5]1[C:6]([CH:27]([CH3:29])[CH3:28])=[N:7][C:8]2[C:13]([C:14]=1[C:15]1[CH:20]=[CH:19][CH:18]=[C:17]([O:21][C:22]([F:25])([F:24])[F:23])[CH:16]=1)=[CH:12][C:11]([Cl:26])=[CH:10][CH:9]=2)=[O:4].[I-].[Li+].C(O)(=O)CC(CC(O)=O)(C(O)=O)O. The catalyst is N1C=CC=CC=1.O.C(OCC)(=O)C. The product is [Cl:26][C:11]1[CH:12]=[C:13]2[C:8](=[CH:9][CH:10]=1)[N:7]=[C:6]([CH:27]([CH3:28])[CH3:29])[C:5]([C:3]([OH:4])=[O:2])=[C:14]2[C:15]1[CH:20]=[CH:19][CH:18]=[C:17]([O:21][C:22]([F:24])([F:23])[F:25])[CH:16]=1. The yield is 0.520.